From a dataset of Catalyst prediction with 721,799 reactions and 888 catalyst types from USPTO. Predict which catalyst facilitates the given reaction. (1) Reactant: [N:1]1([CH2:6][C:7]2[CH:16]=[CH:15][C:10]([C:11](OC)=[O:12])=[CH:9][C:8]=2[F:17])[CH:5]=[CH:4][CH:3]=[N:2]1.[H-].[Al+3].[Li+].[H-].[H-].[H-]. Product: [N:1]1([CH2:6][C:7]2[CH:16]=[CH:15][C:10]([CH2:11][OH:12])=[CH:9][C:8]=2[F:17])[CH:5]=[CH:4][CH:3]=[N:2]1. The catalyst class is: 1. (2) Product: [C:1]([O:5][C:6]([N:8]1[CH2:13][CH2:12][CH:11]([N:14]2[CH:18]=[C:17]([C:19]3[CH:20]=[N:21][C:22]([NH2:34])=[C:23]([C:39]4[N:40]=[CH:41][C:42]5[C:37]([CH:38]=4)=[C:36]([Br:35])[CH:45]=[CH:44][C:43]=5[F:46])[CH:24]=3)[CH:16]=[N:15]2)[CH2:10][CH2:9]1)=[O:7])([CH3:4])([CH3:2])[CH3:3]. The catalyst class is: 70. Reactant: [C:1]([O:5][C:6]([N:8]1[CH2:13][CH2:12][CH:11]([N:14]2[CH:18]=[C:17]([C:19]3[CH:20]=[N:21][C:22]([NH2:34])=[C:23](B4OC(C)(C)C(C)(C)O4)[CH:24]=3)[CH:16]=[N:15]2)[CH2:10][CH2:9]1)=[O:7])([CH3:4])([CH3:3])[CH3:2].[Br:35][C:36]1[CH:45]=[CH:44][C:43]([F:46])=[C:42]2[C:37]=1[CH:38]=[C:39](OS(C(F)(F)F)(=O)=O)[N:40]=[CH:41]2.C([O-])([O-])=O.[Cs+].[Cs+].